This data is from Forward reaction prediction with 1.9M reactions from USPTO patents (1976-2016). The task is: Predict the product of the given reaction. (1) Given the reactants C1COCC1.[H-].[H-].[H-].[H-].[Li+].[Al+3].[N:12]([CH2:15][C:16]1[C:24]2[C:19](=[CH:20][CH:21]=[C:22]([Cl:25])[CH:23]=2)[NH:18][N:17]=1)=[N+]=[N-], predict the reaction product. The product is: [NH2:12][CH2:15][C:16]1[C:24]2[C:19](=[CH:20][CH:21]=[C:22]([Cl:25])[CH:23]=2)[NH:18][N:17]=1. (2) Given the reactants Br[CH2:2][C:3]([NH:5][C:6]1[CH:11]=[C:10]([O:12][CH3:13])[C:9]([O:14][CH3:15])=[CH:8][C:7]=1[C:16](=O)[CH2:17][C:18]1[CH:23]=[CH:22][C:21]([Cl:24])=[C:20]([Cl:25])[CH:19]=1)=[O:4].[NH3:27], predict the reaction product. The product is: [Cl:25][C:20]1[CH:19]=[C:18]([CH:23]=[CH:22][C:21]=1[Cl:24])[CH2:17][C:16]1[C:7]2[CH:8]=[C:9]([O:14][CH3:15])[C:10]([O:12][CH3:13])=[CH:11][C:6]=2[NH:5][C:3](=[O:4])[CH2:2][N:27]=1. (3) Given the reactants [OH:1][CH:2]1[CH2:7][CH2:6][N:5](C(OC(C)(C)C)=O)[CH2:4][CH:3]1[C:15]1[CH:20]=[CH:19][CH:18]=[C:17]([N:21]2[C:29]3[CH:28]=[C:27]([C:30]4[CH:35]=[N:34][CH:33]=[C:32]([CH3:36])[N:31]=4)[N:26]=[CH:25][C:24]=3[CH:23]=[N:22]2)[N:16]=1.O1CCOCC1.Cl, predict the reaction product. The product is: [CH3:36][C:32]1[N:31]=[C:30]([C:27]2[N:26]=[CH:25][C:24]3[CH:23]=[N:22][N:21]([C:17]4[N:16]=[C:15]([CH:3]5[CH:2]([OH:1])[CH2:7][CH2:6][NH:5][CH2:4]5)[CH:20]=[CH:19][CH:18]=4)[C:29]=3[CH:28]=2)[CH:35]=[N:34][CH:33]=1.